This data is from Reaction yield outcomes from USPTO patents with 853,638 reactions. The task is: Predict the reaction yield, written as a fraction of the theoretical maximum amount of product (1.0 means a 100% yield; for example, 0.34 means a 34% yield). (1) The reactants are [OH:1][C:2]1[CH:7]=[CH:6][C:5]([C:8]2[C:13]3[S:14][CH:15]=[CH:16][C:12]=3[C:11](=[O:17])[N:10]([CH:18]([CH3:20])[CH3:19])[N:9]=2)=[CH:4][CH:3]=1.C([O-])([O-])=O.[K+].[K+].Br[CH2:28][CH2:29][CH2:30][Cl:31].CN(C=O)C. The catalyst is CC(C)=O. The product is [Cl:31][CH2:30][CH2:29][CH2:28][O:1][C:2]1[CH:3]=[CH:4][C:5]([C:8]2[C:13]3[S:14][CH:15]=[CH:16][C:12]=3[C:11](=[O:17])[N:10]([CH:18]([CH3:20])[CH3:19])[N:9]=2)=[CH:6][CH:7]=1. The yield is 0.980. (2) The reactants are [Li+].[OH-].[CH3:3][C:4]1[N:8]([CH2:9][C:10]2[CH:15]=[CH:14][CH:13]=[C:12]([C:16]([F:19])([F:18])[F:17])[C:11]=2[CH3:20])[C:7]2[CH:21]=[C:22]([N:29]3[CH2:34][CH2:33][O:32][CH2:31][CH2:30]3)[CH:23]=[C:24]([C:25]([O:27]C)=[O:26])[C:6]=2[N:5]=1. The catalyst is C1COCC1. The product is [CH3:3][C:4]1[N:8]([CH2:9][C:10]2[CH:15]=[CH:14][CH:13]=[C:12]([C:16]([F:18])([F:17])[F:19])[C:11]=2[CH3:20])[C:7]2[CH:21]=[C:22]([N:29]3[CH2:30][CH2:31][O:32][CH2:33][CH2:34]3)[CH:23]=[C:24]([C:25]([OH:27])=[O:26])[C:6]=2[N:5]=1. The yield is 0.880. (3) The reactants are [NH2:1][C:2]([C:4]1[CH:5]=[C:6]([C:26]2[CH:31]=[CH:30][C:29]([F:32])=[CH:28][CH:27]=2)[CH:7]=[C:8]2[C:12]=1[NH:11][CH:10]=[C:9]2[CH:13]1[CH2:18][CH2:17][N:16](C(OC(C)(C)C)=O)[CH2:15][CH2:14]1)=[O:3]. The catalyst is CO.Cl.O1CCOCC1. The product is [F:32][C:29]1[CH:28]=[CH:27][C:26]([C:6]2[CH:7]=[C:8]3[C:12](=[C:4]([C:2]([NH2:1])=[O:3])[CH:5]=2)[NH:11][CH:10]=[C:9]3[CH:13]2[CH2:18][CH2:17][NH:16][CH2:15][CH2:14]2)=[CH:31][CH:30]=1. The yield is 0.780. (4) The reactants are [F:1][C:2]1[CH:3]=[C:4]([CH:6]=[CH:7][C:8]=1[N+:9]([O-:11])=[O:10])[NH2:5].[Br:12]N1C(=O)CCC1=O. The catalyst is C(OCC)(=O)C. The product is [Br:12][C:6]1[CH:7]=[C:8]([N+:9]([O-:11])=[O:10])[C:2]([F:1])=[CH:3][C:4]=1[NH2:5]. The yield is 0.500. (5) The reactants are Cl.[C:2]([S:5][C:6]1[CH2:13][S:12][C@H:11]2[N:8]([C:9](=[O:15])[C@H:10]2[NH2:14])[C:7]=1[C:16]([O:18][CH:19]([C:26]1[CH:31]=[CH:30][CH:29]=[CH:28][CH:27]=1)[C:20]1[CH:25]=[CH:24][CH:23]=[CH:22][CH:21]=1)=[O:17])(=[O:4])[CH3:3].[Cl:32][C:33]1[CH:38]=[C:37]([S:39][CH2:40][C:41](O)=[O:42])[CH:36]=[C:35]([Cl:44])[N:34]=1.N1C=CC=CC=1.P(Cl)(Cl)(OCl)=O. The catalyst is ClCCl.C(OC(=O)C)C. The product is [C:2]([S:5][C:6]1[CH2:13][S:12][C@H:11]2[N:8]([C:9](=[O:15])[C@H:10]2[NH:14][C:41](=[O:42])[CH2:40][S:39][C:37]2[CH:36]=[C:35]([Cl:44])[N:34]=[C:33]([Cl:32])[CH:38]=2)[C:7]=1[C:16]([O:18][CH:19]([C:26]1[CH:31]=[CH:30][CH:29]=[CH:28][CH:27]=1)[C:20]1[CH:21]=[CH:22][CH:23]=[CH:24][CH:25]=1)=[O:17])(=[O:4])[CH3:3]. The yield is 0.859.